This data is from Catalyst prediction with 721,799 reactions and 888 catalyst types from USPTO. The task is: Predict which catalyst facilitates the given reaction. (1) Reactant: [CH2:1]([O:3][C:4](=[O:23])[C:5]([C:11](=[O:22])[C:12]1[CH:17]=[CH:16][C:15]([F:18])=[C:14]([O:19][CH3:20])[C:13]=1F)=[CH:6][NH:7][CH:8]1[CH2:10][CH2:9]1)[CH3:2].C(OC(=O)C(C(=O)C1C=CC(F)=C(OC)C=1OCC)=CNC1CC1)C. Product: [CH2:1]([O:3][C:4]([C:5]1[C:11](=[O:22])[C:12]2[C:13](=[C:14]([O:19][CH3:20])[C:15]([F:18])=[CH:16][CH:17]=2)[N:7]([CH:8]2[CH2:10][CH2:9]2)[CH:6]=1)=[O:23])[CH3:2]. The catalyst class is: 11. (2) Reactant: [Cl:1][C:2]1[CH:3]=[CH:4][CH:5]=[C:6]2[C:11]=1[N:10]=[C:9]([O:12][C:13]1[CH:18]=[CH:17][CH:16]=[CH:15][CH:14]=1)[C:8]([CH2:19]O)=[CH:7]2.O=S(Cl)[Cl:23]. Product: [Cl:1][C:2]1[CH:3]=[CH:4][CH:5]=[C:6]2[C:11]=1[N:10]=[C:9]([O:12][C:13]1[CH:18]=[CH:17][CH:16]=[CH:15][CH:14]=1)[C:8]([CH2:19][Cl:23])=[CH:7]2. The catalyst class is: 22. (3) Reactant: [CH3:1][O:2][C:3]1[C:4](O)=[N:5][C:6]([S:9][CH3:10])=[N:7][CH:8]=1.P(Cl)(Cl)([Cl:14])=O.C(N(CC)C1C=CC=CC=1)C. Product: [Cl:14][C:4]1[C:3]([O:2][CH3:1])=[CH:8][N:7]=[C:6]([S:9][CH3:10])[N:5]=1. The catalyst class is: 10. (4) Reactant: [Cl:1][C:2]1[CH:10]=[CH:9][CH:8]=[C:7]2[C:3]=1[CH2:4][O:5][C:6]2=[O:11].N(/C(C)(C)C#N)=N\C(C)(C)C#N.[Br:24]N1C(=O)CCC1=O. Product: [Br:24][CH:4]1[C:3]2[C:7](=[CH:8][CH:9]=[CH:10][C:2]=2[Cl:1])[C:6](=[O:11])[O:5]1. The catalyst class is: 53. (5) Reactant: [CH:1]1([NH:7][CH2:8][C:9]([OH:16])([CH3:15])[C:10]([O:12][CH2:13][CH3:14])=[O:11])[CH2:6][CH2:5][CH2:4][CH2:3][CH2:2]1.[CH2:17](Br)[C:18]1[CH:23]=[CH:22][CH:21]=[CH:20][CH:19]=1.C([O-])([O-])=O.[K+].[K+].CCOC(C)=O. Product: [CH2:17]([N:7]([CH:1]1[CH2:2][CH2:3][CH2:4][CH2:5][CH2:6]1)[CH2:8][C:9]([OH:16])([CH3:15])[C:10]([O:12][CH2:13][CH3:14])=[O:11])[C:18]1[CH:23]=[CH:22][CH:21]=[CH:20][CH:19]=1. The catalyst class is: 10. (6) Reactant: [CH:1]1([C:4]2[NH:8][N:7]=[C:6]([NH:9][C:10]3[C:11]4[CH2:26][CH2:25][CH2:24][C:12]=4[N:13]=[C:14]([N:16]4[CH2:20][CH2:19][CH2:18][CH:17]4[C:21]([OH:23])=O)[N:15]=3)[CH:5]=2)[CH2:3][CH2:2]1.[NH2:27][C:28]1[CH:29]=[N:30][CH:31]=[CH:32][CH:33]=1.CN(C(ON1N=NC2C=CC=NC1=2)=[N+](C)C)C.F[P-](F)(F)(F)(F)F.CCN(C(C)C)C(C)C. Product: [CH:1]1([C:4]2[NH:8][N:7]=[C:6]([NH:9][C:10]3[C:11]4[CH2:26][CH2:25][CH2:24][C:12]=4[N:13]=[C:14]([N:16]4[CH2:20][CH2:19][CH2:18][CH:17]4[C:21]([NH:27][C:28]4[CH:29]=[N:30][CH:31]=[CH:32][CH:33]=4)=[O:23])[N:15]=3)[CH:5]=2)[CH2:3][CH2:2]1. The catalyst class is: 18.